This data is from Full USPTO retrosynthesis dataset with 1.9M reactions from patents (1976-2016). The task is: Predict the reactants needed to synthesize the given product. Given the product [F:17][C:18]1[CH:19]=[C:20]([C:15]2[N:14]3[C:10]([O:11][CH:12]=[CH:13]3)=[N:9][C:8]=2[C:5]2[CH:6]=[CH:7][C:2]([F:1])=[CH:3][CH:4]=2)[CH:21]=[CH:22][C:23]=1[N+:24]([O-:26])=[O:25], predict the reactants needed to synthesize it. The reactants are: [F:1][C:2]1[CH:7]=[CH:6][C:5]([C:8]2[N:9]=[C:10]3[N:14]([C:15]=2I)[CH:13]=[CH:12][O:11]3)=[CH:4][CH:3]=1.[F:17][C:18]1[CH:19]=[C:20](B2OC(C)(C)C(C)(C)O2)[CH:21]=[CH:22][C:23]=1[N+:24]([O-:26])=[O:25].C([O-])([O-])=O.[Cs+].[Cs+].COCCOC.